Dataset: Catalyst prediction with 721,799 reactions and 888 catalyst types from USPTO. Task: Predict which catalyst facilitates the given reaction. (1) Reactant: [H-].[Na+].[CH2:3]([SH:6])[CH2:4][CH3:5].Cl[CH2:8][CH2:9][C:10](=[O:12])[CH3:11]. Product: [CH2:3]([S:6][CH2:8][CH2:9][C:10](=[O:12])[CH3:11])[CH2:4][CH3:5]. The catalyst class is: 7. (2) Reactant: [CH3:1][C:2]1[N:7]=[C:6](OS(C(F)(F)F)(=O)=O)[CH:5]=[C:4]([C:16]2[CH:17]=[N:18][C:19]([C:22]([F:25])([F:24])[F:23])=[CH:20][CH:21]=2)[CH:3]=1.[C:26]([NH:30][S:31]([C:34]1[CH:39]=[CH:38][CH:37]=[C:36]([C:40]2[CH:45]=[CH:44][CH:43]=[C:42]([Sn](CCCC)(CCCC)CCCC)[N:41]=2)[CH:35]=1)(=[O:33])=[O:32])([CH3:29])([CH3:28])[CH3:27]. Product: [C:26]([NH:30][S:31]([C:34]1[CH:39]=[CH:38][CH:37]=[C:36]([C:40]2[N:41]=[C:42]([C:6]3[CH:5]=[C:4]([C:16]4[CH:17]=[N:18][C:19]([C:22]([F:23])([F:24])[F:25])=[CH:20][CH:21]=4)[CH:3]=[C:2]([CH3:1])[N:7]=3)[CH:43]=[CH:44][CH:45]=2)[CH:35]=1)(=[O:32])=[O:33])([CH3:29])([CH3:27])[CH3:28]. The catalyst class is: 11. (3) Reactant: CO[CH:3]([O:6][CH3:7])[O:4][CH3:5].B(F)(F)F.[CH3:12][CH2:13][O:14][CH2:15][CH3:16].[O:17]1C=CC[CH2:18]1.[OH-].[Na+]. Product: [CH3:7][O:6][CH:3]([O:4][CH3:5])[CH:12]1[CH2:16][CH2:15][O:14][CH:13]1[O:17][CH3:18]. The catalyst class is: 5. (4) Reactant: [C:1](Cl)(=[O:4])[CH:2]=[CH2:3].[CH3:6][C:7]([OH:12])([CH2:10][CH3:11])[CH2:8][CH3:9].C(N(CC)CC)C. Product: [C:1]([O:12][C:7]([CH2:10][CH3:11])([CH3:6])[CH2:8][CH3:9])(=[O:4])[CH:2]=[CH2:3]. The catalyst class is: 4. (5) Reactant: [F:1][C:2]([F:32])([C:18]([CH:20]1[C:25](=[O:26])[N:24]([CH:27]([CH3:29])[CH3:28])[C:23](=[O:30])[NH:22][C:21]1=[O:31])=O)[C@@H:3]([NH:10][C:11](=[O:17])[O:12][C:13]([CH3:16])([CH3:15])[CH3:14])[C:4]1[CH:9]=[CH:8][CH:7]=[CH:6][CH:5]=1.[BH3-]C#N.[Na+]. Product: [F:32][C:2]([F:1])([CH2:18][CH:20]1[C:25](=[O:26])[N:24]([CH:27]([CH3:28])[CH3:29])[C:23](=[O:30])[NH:22][C:21]1=[O:31])[C@@H:3]([NH:10][C:11](=[O:17])[O:12][C:13]([CH3:15])([CH3:14])[CH3:16])[C:4]1[CH:5]=[CH:6][CH:7]=[CH:8][CH:9]=1. The catalyst class is: 52. (6) Reactant: [N:1]1[C:9]2[C:4](=[N:5][CH:6]=[CH:7][CH:8]=2)[N:3]([C:10]2[CH:15]=[CH:14][C:13]([CH2:16][C:17]([OH:19])=O)=[C:12]([CH3:20])[CH:11]=2)[CH:2]=1.[CH2:21]([N:23]1[CH2:28][CH2:27][N:26]([CH2:29][C:30]2[CH:35]=[CH:34][C:33]([NH2:36])=[CH:32][C:31]=2[C:37]([F:40])([F:39])[F:38])[CH2:25][CH2:24]1)[CH3:22]. Product: [N:1]1[C:9]2[C:4](=[N:5][CH:6]=[CH:7][CH:8]=2)[N:3]([C:10]2[CH:15]=[CH:14][C:13]([CH2:16][C:17]([NH:36][C:33]3[CH:34]=[CH:35][C:30]([CH2:29][N:26]4[CH2:25][CH2:24][N:23]([CH2:21][CH3:22])[CH2:28][CH2:27]4)=[C:31]([C:37]([F:40])([F:39])[F:38])[CH:32]=3)=[O:19])=[C:12]([CH3:20])[CH:11]=2)[CH:2]=1. The catalyst class is: 61. (7) Reactant: C(OC([NH:8][CH2:9][C@H:10]1[CH2:15][CH2:14][C@H:13]([C:16]([NH:18][C@H:19]([C:52](=[O:65])[NH:53][C:54]2[CH:59]=[CH:58][C:57]([C:60]3[N:61]=[N:62][NH:63][N:64]=3)=[CH:56][CH:55]=2)[CH2:20][C:21]2[CH:26]=[CH:25][C:24]([C:27]3[CH:32]=[CH:31][C:30]([C:33]([NH:35][CH:36]4[CH2:41][CH2:40][N:39](C(OC(C)(C)C)=O)[CH2:38][CH2:37]4)=[O:34])=[CH:29][C:28]=3[O:49][CH2:50][CH3:51])=[CH:23][CH:22]=2)=[O:17])[CH2:12][CH2:11]1)=O)(C)(C)C.[ClH:66]. Product: [ClH:66].[NH2:8][CH2:9][C@H:10]1[CH2:15][CH2:14][C@H:13]([C:16]([NH:18][C@H:19]([C:52](=[O:65])[NH:53][C:54]2[CH:59]=[CH:58][C:57]([C:60]3[N:61]=[N:62][NH:63][N:64]=3)=[CH:56][CH:55]=2)[CH2:20][C:21]2[CH:26]=[CH:25][C:24]([C:27]3[CH:32]=[CH:31][C:30]([C:33]([NH:35][CH:36]4[CH2:37][CH2:38][NH:39][CH2:40][CH2:41]4)=[O:34])=[CH:29][C:28]=3[O:49][CH2:50][CH3:51])=[CH:23][CH:22]=2)=[O:17])[CH2:12][CH2:11]1. The catalyst class is: 12. (8) Reactant: [NH2:1][C:2]1[N:7]=[CH:6][C:5]([C:8]([OH:10])=[O:9])=[CH:4][CH:3]=1.S(Cl)(Cl)=O.C(N(CC)CC)C.[C:22](O)([CH3:25])([CH3:24])[CH3:23]. Product: [NH2:1][C:2]1[N:7]=[CH:6][C:5]([C:8]([O:10][C:22]([CH3:25])([CH3:24])[CH3:23])=[O:9])=[CH:4][CH:3]=1. The catalyst class is: 46. (9) Reactant: [Cl:1][C:2]1[CH:11]=[CH:10][C:9]([NH:12][S:13]([C:16]2[CH:25]=[CH:24][C:23]3[C:18](=[CH:19][C:20]([N:26]=[C:27]=[S:28])=[CH:21][CH:22]=3)[CH:17]=2)(=[O:15])=[O:14])=[CH:8][C:3]=1[C:4]([O:6][CH3:7])=[O:5].[Na+].[NH2:30][C:31]1[CH:40]=[C:39]2[C:34]([C:35]([OH:55])=[CH:36][C:37]([S:41]([NH:44][C:45]3[CH:46]=[C:47]([S:51]([O-:54])(=[O:53])=[O:52])[CH:48]=[CH:49][CH:50]=3)(=[O:43])=[O:42])=[CH:38]2)=[CH:33][CH:32]=1. Product: [Cl:1][C:2]1[CH:11]=[CH:10][C:9]([NH:12][S:13]([C:16]2[CH:17]=[C:18]3[C:23]([CH:22]=[CH:21][C:20]([NH:26][C:27]([NH:30][C:31]4[CH:40]=[C:39]5[C:34]([C:35]([OH:55])=[CH:36][C:37]([S:41]([NH:44][C:45]6[CH:46]=[C:47]([S:51]([OH:54])(=[O:53])=[O:52])[CH:48]=[CH:49][CH:50]=6)(=[O:42])=[O:43])=[CH:38]5)=[CH:33][CH:32]=4)=[S:28])=[CH:19]3)=[CH:24][CH:25]=2)(=[O:15])=[O:14])=[CH:8][C:3]=1[C:4]([O:6][CH3:7])=[O:5]. The catalyst class is: 3.